This data is from Catalyst prediction with 721,799 reactions and 888 catalyst types from USPTO. The task is: Predict which catalyst facilitates the given reaction. Reactant: Cl.Cl[CH2:3][C:4]1[N:5]([CH2:16][CH:17]([CH3:19])[CH3:18])[C:6]2[C:11]([CH3:12])=[C:10]([CH3:13])[N:9]=[C:8]([NH2:14])[C:7]=2[N:15]=1.Cl.[O:21]([NH2:23])[CH3:22].C(N(CC)CC)C.O. Product: [CH2:16]([N:5]1[C:6]2[C:11]([CH3:12])=[C:10]([CH3:13])[N:9]=[C:8]([NH2:14])[C:7]=2[N:15]=[C:4]1[CH2:3][NH:23][O:21][CH3:22])[CH:17]([CH3:19])[CH3:18]. The catalyst class is: 3.